From a dataset of Full USPTO retrosynthesis dataset with 1.9M reactions from patents (1976-2016). Predict the reactants needed to synthesize the given product. (1) Given the product [Cl:1][C:2]1[C:3]([CH3:9])=[C:4]([NH:5][CH2:17][C:18]([NH:20][CH2:21][C:22]2[CH:23]=[CH:24][C:25]([O:28][CH3:29])=[CH:26][CH:27]=2)=[O:19])[CH:6]=[CH:7][CH:8]=1, predict the reactants needed to synthesize it. The reactants are: [Cl:1][C:2]1[C:3]([CH3:9])=[C:4]([CH:6]=[CH:7][CH:8]=1)[NH2:5].C(=O)([O-])[O-].[K+].[K+].Br[CH2:17][C:18]([NH:20][CH2:21][C:22]1[CH:27]=[CH:26][C:25]([O:28][CH3:29])=[CH:24][CH:23]=1)=[O:19]. (2) Given the product [F:25][C:2]1([F:1])[CH2:3][CH2:4][CH:5]([CH2:8][C:9]2[N:13]3[CH:14]=[CH:15][C:16]([C:18]([NH:26][C:27]4[CH:32]=[CH:31][N:30]=[CH:29][CH:28]=4)=[O:19])=[CH:17][C:12]3=[N:11][C:10]=2[C:21]([F:22])([F:24])[F:23])[CH2:6][CH2:7]1, predict the reactants needed to synthesize it. The reactants are: [F:1][C:2]1([F:25])[CH2:7][CH2:6][CH:5]([CH2:8][C:9]2[N:13]3[CH:14]=[CH:15][C:16]([C:18](O)=[O:19])=[CH:17][C:12]3=[N:11][C:10]=2[C:21]([F:24])([F:23])[F:22])[CH2:4][CH2:3]1.[NH2:26][C:27]1[CH:32]=[CH:31][N:30]=[CH:29][CH:28]=1. (3) Given the product [CH3:17][C:15]1[CH:14]=[CH:13][C:12]2[N:11]([N:10]=[C:9]([C:18]3[CH:19]=[C:20]([NH:24][C:25](=[O:32])[CH2:26][C:27]4[S:28][CH:29]=[CH:30][CH:31]=4)[CH:21]=[CH:22][CH:23]=3)[C:8]=2[C:6]2[CH:5]=[CH:4][N:3]=[C:2]([NH:45][C:41]3[CH:42]=[CH:43][CH:44]=[C:39]([CH2:38][N:33]4[CH2:34][CH2:35][CH2:36][CH2:37]4)[CH:40]=3)[N:7]=2)[CH:16]=1, predict the reactants needed to synthesize it. The reactants are: Cl[C:2]1[N:7]=[C:6]([C:8]2[C:9]([C:18]3[CH:19]=[C:20]([NH:24][C:25](=[O:32])[CH2:26][C:27]4[S:28][CH:29]=[CH:30][CH:31]=4)[CH:21]=[CH:22][CH:23]=3)=[N:10][N:11]3[CH:16]=[C:15]([CH3:17])[CH:14]=[CH:13][C:12]=23)[CH:5]=[CH:4][N:3]=1.[N:33]1([CH2:38][C:39]2[CH:40]=[C:41]([NH2:45])[CH:42]=[CH:43][CH:44]=2)[CH2:37][CH2:36][CH2:35][CH2:34]1.Cl. (4) Given the product [CH:25]1([C:29]2[CH:34]=[CH:33][C:32]([CH2:35][O:36][CH3:37])=[CH:31][C:30]=2[CH2:38][NH:39][C:13]([NH:12][C:11]2[N:7]([C:1]3[CH:2]=[CH:3][CH:4]=[CH:5][CH:6]=3)[N:8]=[C:9]3[CH2:24][S:23][CH2:22][C:10]=23)=[O:21])[CH2:26][CH2:27][CH2:28]1, predict the reactants needed to synthesize it. The reactants are: [C:1]1([N:7]2[C:11]([NH:12][C:13](=[O:21])OC3C=CC=CC=3)=[C:10]3[CH2:22][S:23][CH2:24][C:9]3=[N:8]2)[CH:6]=[CH:5][CH:4]=[CH:3][CH:2]=1.[CH:25]1([C:29]2[CH:34]=[CH:33][C:32]([CH2:35][O:36][CH3:37])=[CH:31][C:30]=2[CH2:38][NH2:39])[CH2:28][CH2:27][CH2:26]1.C(N(C(C)C)C(C)C)C. (5) Given the product [CH3:8][C@H:4]1[NH:3][C@@H:2]([CH3:1])[CH2:7][N:6]([C:14]([O:13][C:10]([CH3:12])([CH3:11])[CH3:9])=[O:15])[CH2:5]1, predict the reactants needed to synthesize it. The reactants are: [CH3:1][C@H:2]1[CH2:7][NH:6][CH2:5][C@@H:4]([CH3:8])[NH:3]1.[CH3:9][C:10]([O:13][C:14](O[C:14]([O:13][C:10]([CH3:12])([CH3:11])[CH3:9])=[O:15])=[O:15])([CH3:12])[CH3:11]. (6) Given the product [Br:12][C:13]1[CH:18]=[CH:17][C:16]([CH2:19][O:8][C:6]2[CH:5]=[CH:4][C:3]([C:9](=[O:11])[CH3:10])=[C:2]([OH:1])[CH:7]=2)=[C:15]([F:21])[CH:14]=1, predict the reactants needed to synthesize it. The reactants are: [OH:1][C:2]1[CH:7]=[C:6]([OH:8])[CH:5]=[CH:4][C:3]=1[C:9](=[O:11])[CH3:10].[Br:12][C:13]1[CH:18]=[CH:17][C:16]([CH2:19]Br)=[C:15]([F:21])[CH:14]=1.C(=O)([O-])[O-].[K+].[K+].CO. (7) Given the product [Cl:6][C:7]1[CH:38]=[CH:37][CH:36]=[CH:35][C:8]=1[CH2:9][N:10]([CH3:34])[C:11]([C:13]1[N:14]=[N:15][N:16]([CH2:19][C:20]2[CH:25]=[C:24]([C:26]([F:29])([F:28])[F:27])[CH:23]=[C:22]([C:30]([F:33])([F:31])[F:32])[CH:21]=2)[C:17]=1[OH:2])=[O:12], predict the reactants needed to synthesize it. The reactants are: C[O-:2].[Na+].CO.[Cl:6][C:7]1[CH:38]=[CH:37][CH:36]=[CH:35][C:8]=1[CH2:9][N:10]([CH3:34])[C:11]([C:13]1[N:14]=[N:15][N:16]([CH2:19][C:20]2[CH:25]=[C:24]([C:26]([F:29])([F:28])[F:27])[CH:23]=[C:22]([C:30]([F:33])([F:32])[F:31])[CH:21]=2)[C:17]=1Cl)=[O:12]. (8) Given the product [S:20]([OH:23])([OH:22])(=[O:21])=[O:19].[CH:1]([NH:4][C:5]1[N:6]=[C:7]([NH:15][CH2:16][CH2:17][CH3:18])[N:8]=[C:9]([NH:11][CH2:12][C:13]#[CH:14])[N:10]=1)([CH3:3])[CH3:2].[CH:1]([NH:4][C:5]1[N:6]=[C:7]([NH:15][CH2:16][CH2:17][CH3:18])[N:8]=[C:9]([NH:11][CH2:12][C:13]#[CH:14])[N:10]=1)([CH3:3])[CH3:2], predict the reactants needed to synthesize it. The reactants are: [CH:1]([NH:4][C:5]1[N:10]=[C:9]([NH:11][CH2:12][CH2:13][CH3:14])[N:8]=[C:7]([NH:15][CH2:16][C:17]#[CH:18])[N:6]=1)([CH3:3])[CH3:2].[OH:19][S:20]([OH:23])(=[O:22])=[O:21].S(O)(O)(=O)=O.CN(C)C1N=C(NCCC)N=C(NCC#C)N=1.CN(C)C1N=C(NCCC)N=C(NCC#C)N=1. (9) Given the product [C:28]([C:19]1[CH:20]=[C:21]([C:24]([F:25])([F:26])[F:27])[CH:22]=[CH:23][C:18]=1[O:17][CH:15]([CH3:16])[CH2:14][CH2:13][O:12][C:9]1[CH:10]=[CH:11][C:6]([CH2:5][CH2:4][C:3]([OH:37])=[O:2])=[C:7]([CH3:36])[CH:8]=1)(=[O:35])[C:29]1[CH:30]=[CH:31][CH:32]=[CH:33][CH:34]=1, predict the reactants needed to synthesize it. The reactants are: C[O:2][C:3](=[O:37])[CH2:4][CH2:5][C:6]1[CH:11]=[CH:10][C:9]([O:12][CH2:13][CH2:14][CH:15]([O:17][C:18]2[CH:23]=[CH:22][C:21]([C:24]([F:27])([F:26])[F:25])=[CH:20][C:19]=2[C:28](=[O:35])[C:29]2[CH:34]=[CH:33][CH:32]=[CH:31][CH:30]=2)[CH3:16])=[CH:8][C:7]=1[CH3:36]. (10) Given the product [F:27][C:21]1[CH:22]=[C:23]([F:26])[CH:24]=[CH:25][C:20]=1[N:16]1[C:15]([C:9]2[S:8][C:7]3[C:6]4[N:28]=[C:2]([C:37]5[CH:38]=[CH:39][C:40]([NH:43][C:44](=[O:46])[CH3:45])=[N:41][CH:42]=5)[CH:3]=[CH:4][C:5]=4[O:14][CH2:13][CH2:12][C:11]=3[CH:10]=2)=[N:19][CH:18]=[N:17]1, predict the reactants needed to synthesize it. The reactants are: Cl[C:2]1[CH:3]=[CH:4][C:5]2[O:14][CH2:13][CH2:12][C:11]3[CH:10]=[C:9]([C:15]4[N:16]([C:20]5[CH:25]=[CH:24][C:23]([F:26])=[CH:22][C:21]=5[F:27])[N:17]=[CH:18][N:19]=4)[S:8][C:7]=3[C:6]=2[N:28]=1.CC1(C)C(C)(C)OB([C:37]2[CH:38]=[CH:39][C:40]([NH:43][C:44](=[O:46])[CH3:45])=[N:41][CH:42]=2)O1.C([O-])([O-])=O.[Cs+].[Cs+].